Dataset: Experimentally validated miRNA-target interactions with 360,000+ pairs, plus equal number of negative samples. Task: Binary Classification. Given a miRNA mature sequence and a target amino acid sequence, predict their likelihood of interaction. (1) The miRNA is hsa-miR-7108-3p with sequence ACCCGCCCGUCUCCCCACAG. The protein sequence of the target gene is MREAYLRCWIFSWKNVWVRPCQRLHFKTVLLQGSLLYTALDSYSTVQAAPKSSSGSVKFQGLAETGIMKMDMEDADMTLWTEAEFEEKCTYIVNDHPWDSGADGGTSVQAEASLPRNLLFKYAANNSKEVIGVVSKEYIPKGTRFGPLIGEVYTNDTVPKNANRKYFWRIYSREEFHHFIDGFNEEKSNWMRYVNPAHSAREQNLAACQNGMNIYFYTIKPIPANQELLVWYCRDFAERLHYPYPGELTVINLTQTESNPKQYSSEKNELYPKSVPKREYSVKEILKLDSNPSKRKDIYR.... Result: 0 (no interaction). (2) Result: 0 (no interaction). The protein sequence of the target gene is MDLTQQAKDIQNITVQETNKNNSESIECSKITMDLKFNNSRKYISITVPSKTQTMSPHIKSVDDVVVLGMNLSKFNKLTQFFICVAGVFVFYLIYGYLQELIFSVEGFKSCGWYLTLVQFAFYSIFGLIELQLIQDKRRRIPGKTYMIIAFLTVGTMGLSNTSLGYLNYPTQVIFKCCKLIPVMLGGVFIQGKRYNVADVSAAICMSLGLIWFTLADSTTAPNFNLTGVVLISLALCADAVIGNVQEKAMKLHNASNSEMVLYSYSIGFVYILLGLTCTSGLGPAVTFCAKNPVRTYGYA.... The miRNA is hsa-miR-3666 with sequence CAGUGCAAGUGUAGAUGCCGA. (3) The miRNA is hsa-miR-6889-5p with sequence UCGGGGAGUCUGGGGUCCGGAAU. The protein sequence of the target gene is MPLRDETLREVWASDSGHEEESLSPEAPRRPKQRPAPAQRLRKKRTEAPESPCPTGSKPRKPGAGRTGRPREEPSPDPAQARAPQTVYARFLRDPEAKKRDPRETFLVARAPDAEDEEEEEEEDEEDEEEEAEEKKEKILLPPKKPLREKSSADLKERRAKAQGPRGDLGSPDPPPKPLRVRNKEAPAGEGTKMRKTKKKGSGEADKDPSGSPASARKSPAAMFLVGEGSPDKKALKKKGTPKGARKEEEEEEEAATVIKKSNQKGKAKGKGKKKAKEERAPSPPVEVDEPREFVLRPAP.... Result: 1 (interaction). (4) The miRNA is hsa-miR-3194-5p with sequence GGCCAGCCACCAGGAGGGCUG. The protein sequence of the target gene is MAAAGAAATDLEVVRGKRSALFFAAVAILLGLPLWWKTTETYRAPLPYSDISGLNALLLRLMVPVTVVFTRDSVPLDDQEKLPFTVVHEREIPLKYKMKIKCRFQKAYRRALEHEEEALSLGSVHEAEAMLAEPEKQAEGSLTVYVISEHSSLLPQDMMSYIGPERTAVVRGLIHREAFNIIGRRIVQVAQAMSLTEDVLAAALADHLPEDKWSSDKRRPLKSSLGYEITFSLLNPDPKSHDVHWDIEGAVQRFVQPFLNRLSVAGNFSVDSQILYYAMLGVNPRFDPASSSYSLAMHSL.... Result: 0 (no interaction). (5) The miRNA is cel-miR-80-5p with sequence AGCUUUCGACAUGAUUCUGAAC. The protein sequence of the target gene is MGEEGTGGTVHLLCLAASSGVPLFCRSSRGGAPARQQLPFSVIGSLNGVHMFGQNLEVQLSSARTENTTVVWKSFHDSITLIVLSSEVGISELRLERLLQMVFGAMVLLVGLEELTNIRNVERLKKDLRASYCLIDSFLGDSELIGDLTQCVDCVIPPEGSLLQEALSGFAEAAGTTFVSLVVSGRVVAATEGWWRLGTPEAVLLPWLVGSLPPQTARDYPVYLPHGSPTVPHRLLTLTLLPSLELCLLCGPSPPLSQLYPQLLERWWQPLLDPLRACLPLGPRALPSGFPLHTDILGLL.... Result: 0 (no interaction). (6) The miRNA is hsa-miR-4479 with sequence CGCGCGGCCGUGCUCGGAGCAG. Result: 0 (no interaction). The protein sequence of the target gene is MATGGYRSGGSTTTDFLEEWKAKREKMRAKQNPAGPGSSGGDPAAKSPAGSLTPTAVAGTSELNHGPAGAAAPAAPAPGALNCAHGSSTLPRAAPGSRRAEDECPSAAAASGAPGSRGDEEEPDSAREKGRSSGPSARKGKGQIEKRKLREKRRSTGVVNIPAAECLDEYEDDEAGQKERKREDAITQQNTIQNEAATLPDPGTSYLPQDPSRTVPGRYKSTTSAPEDEISNRYPRTDRSGFSRHNRDANAPASFSSSSTLEKRIEDLEKEVVRERQENLRLVRLMQDKEEMIGKLKEEI.... (7) The miRNA is hsa-miR-6831-5p with sequence UAGGUAGAGUGUGAGGAGGAGGUC. The protein sequence of the target gene is MDDPDCDSTWEEDEEDAEDAEDEDCEDGEAAGARDADAGDEDEESEEPRAARPSSFQSRMTGSRNWRATRDMCRYRHNYPDLVERDCNGDTPNLSFYRNEIRFLPNGCFIEDILQNWTDNYDLLEDNHSYIQWLFPLREPGVNWHAKPLTLREVEVFKSSQEIQERLVRAYELMLGFYGIRLEDRGTGTVGRAQNYQKRFQNLNWRSHNNLRITRILKSLGELGLEHFQAPLVRFFLEETLVRRELPGVRQSALDYFMFAVRCRHQRRQLVHFAWEHFRPRCKFVWGPQDKLRRFKPSSL.... Result: 0 (no interaction).